Dataset: Merck oncology drug combination screen with 23,052 pairs across 39 cell lines. Task: Regression. Given two drug SMILES strings and cell line genomic features, predict the synergy score measuring deviation from expected non-interaction effect. (1) Drug 1: CN1C(=O)C=CC2(C)C3CCC4(C)C(NC(=O)OCC(F)(F)F)CCC4C3CCC12. Drug 2: CS(=O)(=O)CCNCc1ccc(-c2ccc3ncnc(Nc4ccc(OCc5cccc(F)c5)c(Cl)c4)c3c2)o1. Cell line: DLD1. Synergy scores: synergy=13.7. (2) Drug 1: COC12C(COC(N)=O)C3=C(C(=O)C(C)=C(N)C3=O)N1CC1NC12. Drug 2: NC1(c2ccc(-c3nc4ccn5c(=O)[nH]nc5c4cc3-c3ccccc3)cc2)CCC1. Cell line: A2058. Synergy scores: synergy=3.07. (3) Drug 1: CS(=O)(=O)CCNCc1ccc(-c2ccc3ncnc(Nc4ccc(OCc5cccc(F)c5)c(Cl)c4)c3c2)o1. Drug 2: CCC1(O)C(=O)OCc2c1cc1n(c2=O)Cc2cc3c(CN(C)C)c(O)ccc3nc2-1. Cell line: SKOV3. Synergy scores: synergy=-10.9. (4) Drug 1: CS(=O)(=O)CCNCc1ccc(-c2ccc3ncnc(Nc4ccc(OCc5cccc(F)c5)c(Cl)c4)c3c2)o1. Drug 2: Cn1c(=O)n(-c2ccc(C(C)(C)C#N)cc2)c2c3cc(-c4cnc5ccccc5c4)ccc3ncc21. Cell line: MDAMB436. Synergy scores: synergy=17.2. (5) Drug 1: C=CCn1c(=O)c2cnc(Nc3ccc(N4CCN(C)CC4)cc3)nc2n1-c1cccc(C(C)(C)O)n1. Drug 2: NC1CCCCC1N.O=C(O)C(=O)O.[Pt+2]. Cell line: RPMI7951. Synergy scores: synergy=-4.88.